From a dataset of Reaction yield outcomes from USPTO patents with 853,638 reactions. Predict the reaction yield, written as a fraction of the theoretical maximum amount of product (1.0 means a 100% yield; for example, 0.34 means a 34% yield). (1) The product is [CH3:15][O:14][C:11]1[CH:12]=[CH:13][C:8]([CH2:7][CH2:3][C:1]#[N:2])=[C:9]([CH3:16])[CH:10]=1. The reactants are [C:1]([CH:3]([CH2:7][C:8]1[CH:13]=[CH:12][C:11]([O:14][CH3:15])=[CH:10][C:9]=1[CH3:16])C(O)=O)#[N:2].O. The yield is 1.00. The catalyst is CC(N(C)C)=O. (2) The reactants are [NH:1]1[C:5]2[CH:6]=[CH:7][C:8]([C:10]([OH:12])=O)=[CH:9][C:4]=2[N:3]=[CH:2]1.[O:13]1[CH:17]=[CH:16][C:15]([C:18]2[CH:19]=[CH:20][C:21]3[CH2:22][C@H:23]4[C@@H:28]([C:29]=3[CH:30]=2)[CH2:27][CH2:26][CH2:25][NH:24]4)=[CH:14]1. No catalyst specified. The product is [NH:1]1[C:5]2[CH:6]=[CH:7][C:8]([C:10]([N:24]3[CH2:25][CH2:26][CH2:27][C@@H:28]4[C:29]5[CH:30]=[C:18]([C:15]6[CH:16]=[CH:17][O:13][CH:14]=6)[CH:19]=[CH:20][C:21]=5[CH2:22][C@H:23]34)=[O:12])=[CH:9][C:4]=2[N:3]=[CH:2]1. The yield is 0.140. (3) The reactants are [OH-].[Li+].[CH3:3][O:4][CH2:5][CH2:6][N:7]1[C:15]2[C:10](=[CH:11][C:12]([C:16]([O:18]C)=[O:17])=[CH:13][CH:14]=2)[CH:9]=[C:8]1[C:20]1[CH:25]=[CH:24][CH:23]=[CH:22][CH:21]=1. The catalyst is O.O1CCCC1. The product is [CH3:3][O:4][CH2:5][CH2:6][N:7]1[C:15]2[C:10](=[CH:11][C:12]([C:16]([OH:18])=[O:17])=[CH:13][CH:14]=2)[CH:9]=[C:8]1[C:20]1[CH:25]=[CH:24][CH:23]=[CH:22][CH:21]=1. The yield is 0.300.